From a dataset of NCI-60 drug combinations with 297,098 pairs across 59 cell lines. Regression. Given two drug SMILES strings and cell line genomic features, predict the synergy score measuring deviation from expected non-interaction effect. (1) Drug 1: C1CC(=O)NC(=O)C1N2CC3=C(C2=O)C=CC=C3N. Drug 2: CC(C)CN1C=NC2=C1C3=CC=CC=C3N=C2N. Cell line: U251. Synergy scores: CSS=5.41, Synergy_ZIP=-1.75, Synergy_Bliss=1.64, Synergy_Loewe=-0.127, Synergy_HSA=0.112. (2) Synergy scores: CSS=15.8, Synergy_ZIP=-5.39, Synergy_Bliss=3.36, Synergy_Loewe=-6.91, Synergy_HSA=1.12. Cell line: NCI-H522. Drug 1: CN1CCC(CC1)COC2=C(C=C3C(=C2)N=CN=C3NC4=C(C=C(C=C4)Br)F)OC. Drug 2: CCN(CC)CCNC(=O)C1=C(NC(=C1C)C=C2C3=C(C=CC(=C3)F)NC2=O)C.